Dataset: Cav3 T-type calcium channel HTS with 100,875 compounds. Task: Binary Classification. Given a drug SMILES string, predict its activity (active/inactive) in a high-throughput screening assay against a specified biological target. (1) The result is 0 (inactive). The drug is O=C(NCC1CCN(CC1)Cc1cc(ccc1)C)CCNC(=O)Cn1c(=O)c2c(cc1)cccc2. (2) The molecule is S(=O)(=O)(N1CCN(CC1)Cc1cc(OC)c(O)c(OC)c1)c1ccc(NC(=O)C)cc1. The result is 0 (inactive). (3) The molecule is BrC12C(N3C(C1)C(=O)NC(C3=O)Cc1ccccc1)N(S(=O)(=O)c1ccccc1)c1c2cccc1. The result is 0 (inactive). (4) The drug is n1(nnnc1C(N(Cc1ccccc1)CC)c1ncccc1)C1CCCCC1. The result is 1 (active). (5) The molecule is S(Cc1ccccc1)c1oc(nn1)Cc1ncccc1. The result is 0 (inactive). (6) The compound is Fc1ccc(C(OC(=O)c2occc2)C(=O)NCC2OCCC2)cc1. The result is 0 (inactive).